Dataset: Catalyst prediction with 721,799 reactions and 888 catalyst types from USPTO. Task: Predict which catalyst facilitates the given reaction. (1) Reactant: [CH3:1][C:2]1[N:7]2[N:8]=[C:9](/[CH:11]=[CH:12]/[C:13]3[N:17]([CH3:18])[N:16]=[C:15]([N:19]4[CH2:23][CH2:22][CH2:21][C:20]4=[O:24])[N:14]=3)[N:10]=[C:6]2[C:5]([CH3:25])=[N:4][CH:3]=1. Product: [CH3:1][C:2]1[N:7]2[N:8]=[C:9]([CH2:11][CH2:12][C:13]3[N:17]([CH3:18])[N:16]=[C:15]([N:19]4[CH2:23][CH2:22][CH2:21][C:20]4=[O:24])[N:14]=3)[N:10]=[C:6]2[C:5]([CH3:25])=[N:4][CH:3]=1. The catalyst class is: 43. (2) Reactant: Cl[C:2]1[CH:3]=[C:4]([CH:9]=[C:10]([S:12]([CH3:15])(=[O:14])=[O:13])[CH:11]=1)[C:5]([O:7]C)=[O:6].[Br-].CN1CCN(C)C1=O.[NH4+].[Cl-].[CH2:27]1[CH2:31]OC[CH2:28]1. Product: [CH:28]1([C:2]2[CH:3]=[C:4]([CH:9]=[C:10]([S:12]([CH3:15])(=[O:14])=[O:13])[CH:11]=2)[C:5]([OH:7])=[O:6])[CH2:27][CH2:31]1. The catalyst class is: 25.